This data is from Catalyst prediction with 721,799 reactions and 888 catalyst types from USPTO. The task is: Predict which catalyst facilitates the given reaction. (1) Reactant: [CH3:1][C:2]1([CH3:32])[CH2:7][O:6][C:5]2[CH:8]=[CH:9][C:10]([NH:12][C:13]([C:15]3[CH:16]=[CH:17][C:18]4[CH:19]=[C:20]5[C:27](=[O:28])[NH:26][CH2:25][C:24]6([CH2:31][CH2:30][CH2:29]6)[N:21]5[C:22]=4[CH:23]=3)=[O:14])=[CH:11][C:4]=2[NH:3]1.C(N(CC)CC)C.[C:40](Cl)(=[O:43])[CH:41]=[CH2:42]. Product: [C:40]([N:3]1[C:2]([CH3:32])([CH3:1])[CH2:7][O:6][C:5]2[CH:8]=[CH:9][C:10]([NH:12][C:13]([C:15]3[CH:16]=[CH:17][C:18]4[CH:19]=[C:20]5[C:27](=[O:28])[NH:26][CH2:25][C:24]6([CH2:31][CH2:30][CH2:29]6)[N:21]5[C:22]=4[CH:23]=3)=[O:14])=[CH:11][C:4]1=2)(=[O:43])[CH:41]=[CH2:42]. The catalyst class is: 34. (2) Reactant: [CH2:1]([O:8][C:9]1[C:10]([O:21][CH3:22])=[CH:11][C:12]([Cl:20])=[C:13](/[CH:15]=[CH:16]/[C:17]([OH:19])=O)[CH:14]=1)[C:2]1[CH:7]=[CH:6][CH:5]=[CH:4][CH:3]=1.[CH2:23]([O:30][C:31]1[CH:32]=[C:33]([CH2:39][CH2:40][NH2:41])[CH:34]=[CH:35][C:36]=1[O:37][CH3:38])[C:24]1[CH:29]=[CH:28][CH:27]=[CH:26][CH:25]=1.CCN(C(C)C)C(C)C.CN(C(ON1N=NC2C=CC=NC1=2)=[N+](C)C)C.F[P-](F)(F)(F)(F)F. Product: [CH2:1]([O:8][C:9]1[C:10]([O:21][CH3:22])=[CH:11][C:12]([Cl:20])=[C:13](/[CH:15]=[CH:16]/[C:17]([NH:41][CH2:40][CH2:39][C:33]2[CH:34]=[CH:35][C:36]([O:37][CH3:38])=[C:31]([O:30][CH2:23][C:24]3[CH:29]=[CH:28][CH:27]=[CH:26][CH:25]=3)[CH:32]=2)=[O:19])[CH:14]=1)[C:2]1[CH:3]=[CH:4][CH:5]=[CH:6][CH:7]=1. The catalyst class is: 329. (3) Reactant: [Cl:1][C:2]1[CH:7]=[CH:6][C:5]([C:8]2[N:9]=[C:10]([CH2:26][C:27]#[N:28])[C:11]([C:21]([O:23]CC)=[O:22])=[N:12][C:13]=2[C:14]2[CH:19]=[CH:18][C:17]([Cl:20])=[CH:16][CH:15]=2)=[CH:4][CH:3]=1.[OH-].[Li+].O. Product: [Cl:1][C:2]1[CH:3]=[CH:4][C:5]([C:8]2[N:9]=[C:10]([CH2:26][C:27]#[N:28])[C:11]([C:21]([OH:23])=[O:22])=[N:12][C:13]=2[C:14]2[CH:19]=[CH:18][C:17]([Cl:20])=[CH:16][CH:15]=2)=[CH:6][CH:7]=1. The catalyst class is: 10. (4) Reactant: [NH2:1][C:2]1[NH:6][N:5]=[C:4]([C:7]2[CH:12]=[CH:11][C:10]([Cl:13])=[CH:9][CH:8]=2)[CH:3]=1.[C:14](O[C:14]([O:16][C:17]([CH3:20])([CH3:19])[CH3:18])=[O:15])([O:16][C:17]([CH3:20])([CH3:19])[CH3:18])=[O:15]. Product: [C:17]([O:16][C:14]([N:6]1[C:2]([NH2:1])=[CH:3][C:4]([C:7]2[CH:12]=[CH:11][C:10]([Cl:13])=[CH:9][CH:8]=2)=[N:5]1)=[O:15])([CH3:20])([CH3:19])[CH3:18]. The catalyst class is: 2. (5) Reactant: O[C:2]1[C:7]([C:8]([F:11])([F:10])[F:9])=[CH:6][C:5]([I:12])=[CH:4][N:3]=1.O=P(Cl)(Cl)[Cl:15]. Product: [Cl:15][C:2]1[C:7]([C:8]([F:11])([F:10])[F:9])=[CH:6][C:5]([I:12])=[CH:4][N:3]=1. The catalyst class is: 9.